From a dataset of Forward reaction prediction with 1.9M reactions from USPTO patents (1976-2016). Predict the product of the given reaction. (1) Given the reactants [Cl:1][C:2]1[CH:7]=[CH:6][C:5]([NH:8][C:9](=[NH:20])[CH2:10][N:11]([C:13]2[CH:18]=[CH:17][C:16]([F:19])=[CH:15][CH:14]=2)[CH3:12])=[CH:4][CH:3]=1.C(=O)(O)[O-].[Na+].Br[CH2:27][C:28](=[O:34])[C:29]([O:31][CH2:32][CH3:33])=[O:30], predict the reaction product. The product is: [CH2:32]([O:31][C:29]([C:28]1([OH:34])[CH2:27][N:8]([C:5]2[CH:4]=[CH:3][C:2]([Cl:1])=[CH:7][CH:6]=2)[C:9]([CH2:10][N:11]([C:13]2[CH:18]=[CH:17][C:16]([F:19])=[CH:15][CH:14]=2)[CH3:12])=[N:20]1)=[O:30])[CH3:33]. (2) Given the reactants [C@]12(CS(O)(=O)=O)C(C)(C)C(CC1)CC2=O.[NH2:16][C:17]1[CH:45]=[CH:44][C:20]([O:21][C:22]2[N:27]=[CH:26][N:25]=[C:24]([NH:28][C:29](=[O:43])[N:30]([CH:32]3[CH2:37][CH2:36][N:35]([CH2:38][CH2:39][N:40]([CH3:42])[CH3:41])[CH2:34][CH2:33]3)[CH3:31])[CH:23]=2)=[CH:19][CH:18]=1.[F:46][C:47]1[CH:52]=[CH:51][C:50]([CH2:53][C:54]([N:56]=[C:57]=[S:58])=[O:55])=[CH:49][CH:48]=1, predict the reaction product. The product is: [CH3:42][N:40]([CH3:41])[CH2:39][CH2:38][N:35]1[CH2:36][CH2:37][CH:32]([N:30]([CH3:31])[C:29]([NH:28][C:24]2[CH:23]=[C:22]([O:21][C:20]3[CH:44]=[CH:45][C:17]([NH:16][C:57]([NH:56][C:54](=[O:55])[CH2:53][C:50]4[CH:51]=[CH:52][C:47]([F:46])=[CH:48][CH:49]=4)=[S:58])=[CH:18][CH:19]=3)[N:27]=[CH:26][N:25]=2)=[O:43])[CH2:33][CH2:34]1. (3) Given the reactants Cl[C:2]1[N:7]=[C:6]([C:8]2[N:12]3[CH:13]=[CH:14][C:15]([F:17])=[CH:16][C:11]3=[N:10][C:9]=2[C:18]2[CH:19]=[CH:20][C:21]([O:35][CH3:36])=[C:22]([CH:34]=2)[C:23]([NH:25][C:26]2[C:31]([F:32])=[CH:30][CH:29]=[CH:28][C:27]=2[F:33])=[O:24])[CH:5]=[CH:4][N:3]=1.[CH3:37][C:38]1[C:39]([N:47]2[CH2:52][CH2:51][CH:50]([CH2:53][CH2:54][S:55]([CH3:58])(=[O:57])=[O:56])[CH2:49][CH2:48]2)=[CH:40][C:41]([O:45][CH3:46])=[C:42]([CH:44]=1)[NH2:43].Cl.O1CCOCC1.C[O-].[Na+], predict the reaction product. The product is: [F:33][C:27]1[CH:28]=[CH:29][CH:30]=[C:31]([F:32])[C:26]=1[NH:25][C:23](=[O:24])[C:22]1[CH:34]=[C:18]([C:9]2[N:10]=[C:11]3[CH:16]=[C:15]([F:17])[CH:14]=[CH:13][N:12]3[C:8]=2[C:6]2[CH:5]=[CH:4][N:3]=[C:2]([NH:43][C:42]3[CH:44]=[C:38]([CH3:37])[C:39]([N:47]4[CH2:52][CH2:51][CH:50]([CH2:53][CH2:54][S:55]([CH3:58])(=[O:57])=[O:56])[CH2:49][CH2:48]4)=[CH:40][C:41]=3[O:45][CH3:46])[N:7]=2)[CH:19]=[CH:20][C:21]=1[O:35][CH3:36]. (4) Given the reactants [C:1]([O:5][C:6]([N:8]([CH3:10])[NH2:9])=[O:7])([CH3:4])([CH3:3])[CH3:2].[Cl:11][C:12]1[CH:17]=[CH:16][C:15]([F:18])=[CH:14][C:13]=1B(O)O.C(N(CC)CC)C, predict the reaction product. The product is: [C:1]([O:5][C:6]([N:8]([CH3:10])[NH:9][C:17]1[CH:16]=[C:15]([F:18])[CH:14]=[CH:13][C:12]=1[Cl:11])=[O:7])([CH3:4])([CH3:3])[CH3:2]. (5) Given the reactants O[CH2:2][C@@H:3]([C@H:5]([C@@H:7]([C@@H:9]([CH2:11][OH:12])[OH:10])[OH:8])[OH:6])[OH:4].[CH:13](=O)[CH2:14][CH2:15][CH2:16][CH2:17][CH2:18][CH3:19].[H][H], predict the reaction product. The product is: [CH2:13]([O:12][CH2:11][CH:9]([CH:7]1[CH:5]([OH:6])[CH:3]([OH:4])[CH2:2][O:8]1)[OH:10])[CH2:14][CH2:15][CH2:16][CH2:17][CH2:18][CH3:19].